This data is from Drug-target binding data from BindingDB using Ki measurements. The task is: Regression. Given a target protein amino acid sequence and a drug SMILES string, predict the binding affinity score between them. We predict pKi (pKi = -log10(Ki in M); higher means stronger inhibition). Dataset: bindingdb_ki. (1) The drug is COc1ccc(S(=O)(=O)N(CC(C)C)C[C@@H](O)[C@H](Cc2ccccc2)NC(=O)O[C@H]2CC3OCOCO[C@@H]3C2)cc1. The target protein (P03369) has sequence MGARASVLSGGELDKWEKIRLRPGGKKKYKLKHIVWASRELERFAVNPGLLETSEGCRQILGQLQPSLQTGSEELRSLYNTVATLYCVHQRIDVKDTKEALEKIEEEQNKSKKKAQQAAAAAGTGNSSQVSQNYPIVQNLQGQMVHQAISPRTLNAWVKVVEEKAFSPEVIPMFSALSEGATPQDLNTMLNTVGGHQAAMQMLKETINEEAAEWDRVHPVHAGPIAPGQMREPRGSDIAGTTSTLQEQIGWMTNNPPIPVGEIYKRWIILGLNKIVRMYSPTSILDIRQGPKEPFRDYVDRFYKTLRAEQASQDVKNWMTETLLVQNANPDCKTILKALGPAATLEEMMTACQGVGGPGHKARVLAEAMSQVTNPANIMMQRGNFRNQRKTVKCFNCGKEGHIAKNCRAPRKKGCWRCGREGHQMKDCTERQANFLREDLAFLQGKAREFSSEQTRANSPTRRELQVWGGENNSLSEAGADRQGTVSFNFPQITLWQRPL.... The pKi is 8.3. (2) The drug is COc1ccc2[nH]cc(C3=CCNCC3)c2c1. The target protein (Q02284) has sequence MDFLNASDQNLTSEELLNRMPSKILVSLTLSGLALMTTTINSLVIAAIIVTRKLHHPANYLICSLAVTDFLVAVLVMPFSIVYIVRESWIMGQVLCDIWLSVDIICCTCSILHLSAIALDRYRAITDAVEYARKRTPRHAGIMITIVWVISVFISMPPLFWRHQGTSRDDECVIKHDHIVSTIYSTFGAFYIPLVLILILYYKIYRAARTLYHKRQASRMIKEELNGQVFLESGEKSIKLVSTSYMLEKSLSDPSTDFDRIHSTVKSPRSELKHEKSWRRQKISGTRERKAATTLGLILGAFVICWLPFFVKELVVNVCEKCKISEEMSNFLAWLGYLNSLINPLIYTIFNEDFKKAFQKLVRCRY. The pKi is 6.8. (3) The drug is COc1cc(OC)c(C(=O)CCCCN2CCC3(CC2)NC(=O)NC3=O)cc1NS(=O)(=O)c1ccc(C(F)(F)F)cc1. The target protein sequence is MSAGALALGASEPCNLSSAAPLPDGAATAARLLVPASPPASLLPPASEGPALLSQQWTAGMGLLMALVVLLIVAGNVLVIVAIAKTPRLQTLTNLFIMSLASADLVMGLLVVPFGATIVVWGRWEYGSFFCELWTSVDVLCVTASIETLCVIALDRYLAITSPFRYQSLLLVCTVWAISALVSFLPILMHWWRAEGDEARRCYNDPKCCDFVTNRAYAIASSVVSFYVPLCVMAFVYLRVFREAQKQVKKIDSCERRFLANGRHSKRRPSRLVALREQKALKTLGIIMGVFTLCWLPFFLANVVKAFHRDLVPDRLFVFFNWLGYANSAFNPIIYCRSPDFRKAFQRLLCCHANPHARPRASGCLARAGPPPLPGAASDEEDDDVGATPPARLLDPWAGCNGDSDSSLDEPCRPGFNSESKV. The pKi is 5.0. (4) The compound is CC(=O)N[C@H](C(=O)N[C@@H](Cc1ccccc1)C[C@H](O)[C@H](Cc1ccccc1)NC(=O)[C@@H]1CN(c2ccccc2)C(=O)O1)C(C)C. The target protein sequence is PQITLWKRPIVTIRIGGQLKEALLDTGADDTVLEEMNLPGKWKPKMIVGIGGFVKVRQYDQIPIEICGHKAIGTVLVGPTPANIIGRNLLTQIGCTLNF. The pKi is 7.3.